This data is from Peptide-MHC class I binding affinity with 185,985 pairs from IEDB/IMGT. The task is: Regression. Given a peptide amino acid sequence and an MHC pseudo amino acid sequence, predict their binding affinity value. This is MHC class I binding data. (1) The peptide sequence is KLKKKSAFY. The MHC is HLA-A02:16 with pseudo-sequence HLA-A02:16. The binding affinity (normalized) is 0.0847. (2) The peptide sequence is LLLVVQALR. The MHC is HLA-A02:02 with pseudo-sequence HLA-A02:02. The binding affinity (normalized) is 0.143. (3) The peptide sequence is LAYFPVFRFLNGS. The MHC is HLA-B51:01 with pseudo-sequence HLA-B51:01. The binding affinity (normalized) is 0.131.